From a dataset of Catalyst prediction with 721,799 reactions and 888 catalyst types from USPTO. Predict which catalyst facilitates the given reaction. (1) Reactant: [NH2:1][C:2]1[CH:3]=[CH:4][CH:5]=[C:6]2[C:11]=1[CH2:10][CH:9]([OH:12])[CH2:8][CH2:7]2.N1C=CC=CC=1.Cl[C:20]([O:22][C:23]1[CH:28]=[CH:27][CH:26]=[CH:25][CH:24]=1)=[O:21].O. Product: [C:23]1([O:22][C:20](=[O:21])[NH:1][C:2]2[C:11]3[CH2:10][CH:9]([OH:12])[CH2:8][CH2:7][C:6]=3[CH:5]=[CH:4][CH:3]=2)[CH:28]=[CH:27][CH:26]=[CH:25][CH:24]=1. The catalyst class is: 1. (2) Reactant: CN1CCCCC1.[CH3:8][C:9]1[CH:10]=[C:11]([S:15](Cl)(=[O:17])=[O:16])[CH:12]=[CH:13][CH:14]=1.[NH2:19][CH:20]1[C:29]2[C:24](=[CH:25][CH:26]=[C:27]([CH2:30][C:31]([NH:33][CH2:34][C:35]3[CH:40]=[CH:39][C:38]([Cl:41])=[CH:37][CH:36]=3)=[O:32])[CH:28]=2)[O:23][C:22]([CH3:43])([CH3:42])[CH:21]1[OH:44]. Product: [Cl:41][C:38]1[CH:39]=[CH:40][C:35]([CH2:34][NH:33][C:31](=[O:32])[CH2:30][C:27]2[CH:28]=[C:29]3[C:24](=[CH:25][CH:26]=2)[O:23][C:22]([CH3:43])([CH3:42])[CH:21]([OH:44])[CH:20]3[NH:19][S:15]([C:11]2[CH:12]=[CH:13][CH:14]=[C:9]([CH3:8])[CH:10]=2)(=[O:17])=[O:16])=[CH:36][CH:37]=1. The catalyst class is: 4. (3) Reactant: [Br:1][C:2]1[CH:11]=[CH:10][C:5]2[N:6]=C(N)[S:8][C:4]=2[CH:3]=1.[OH-].[K+]. Product: [NH2:6][C:5]1[CH:10]=[CH:11][C:2]([Br:1])=[CH:3][C:4]=1[SH:8]. The catalyst class is: 196. (4) Reactant: C(OC([NH:8][CH:9]([C:20]1[CH:25]=[CH:24][C:23]([C:26]2[CH:31]=[CH:30][CH:29]=[CH:28][CH:27]=2)=[CH:22][CH:21]=1)[C:10]([O:12][CH2:13][C:14]1[CH:19]=[CH:18][CH:17]=[CH:16][CH:15]=1)=[O:11])=O)(C)(C)C.[ClH:32]. Product: [ClH:32].[NH2:8][CH:9]([C:20]1[CH:21]=[CH:22][C:23]([C:26]2[CH:31]=[CH:30][CH:29]=[CH:28][CH:27]=2)=[CH:24][CH:25]=1)[C:10]([O:12][CH2:13][C:14]1[CH:19]=[CH:18][CH:17]=[CH:16][CH:15]=1)=[O:11]. The catalyst class is: 12. (5) Reactant: [CH2:1]([NH:4][C:5]1[CH:10]=[CH:9][C:8]([N+:11]([O-])=O)=[CH:7][C:6]=1[C:14]1[O:15][C:16]2[CH:22]=[CH:21][C:20]([C:23]3[O:24][C:25]4[CH:31]=[CH:30][CH:29]=[CH:28][C:26]=4[CH:27]=3)=[CH:19][C:17]=2[N:18]=1)[CH2:2][CH3:3]. Product: [CH2:1]([NH:4][C:5]1[CH:10]=[CH:9][C:8]([NH2:11])=[CH:7][C:6]=1[C:14]1[O:15][C:16]2[CH:22]=[CH:21][C:20]([C:23]3[O:24][C:25]4[CH:31]=[CH:30][CH:29]=[CH:28][C:26]=4[CH:27]=3)=[CH:19][C:17]=2[N:18]=1)[CH2:2][CH3:3]. The catalyst class is: 401. (6) Reactant: Cl[C:2]1[C:11]2[C:6](=[CH:7][C:8]([O:14][CH2:15][CH2:16][CH2:17][N:18]3[CH2:23][CH2:22][N:21]([CH3:24])[CH2:20][C:19]3=[O:25])=[C:9]([O:12][CH3:13])[CH:10]=2)[N:5]=[CH:4][N:3]=1.[Cl:26][C:27]1[CH:35]=[C:34]([C:36]#[C:37][C:38]2[CH:43]=[CH:42][CH:41]=[CH:40][N:39]=2)[C:30]2[O:31][CH2:32][O:33][C:29]=2[C:28]=1[NH2:44].C[Si]([N-][Si](C)(C)C)(C)C.[Na+]. Product: [Cl:26][C:27]1[CH:35]=[C:34]([C:36]#[C:37][C:38]2[CH:43]=[CH:42][CH:41]=[CH:40][N:39]=2)[C:30]2[O:31][CH2:32][O:33][C:29]=2[C:28]=1[NH:44][C:2]1[C:11]2[C:6](=[CH:7][C:8]([O:14][CH2:15][CH2:16][CH2:17][N:18]3[CH2:23][CH2:22][N:21]([CH3:24])[CH2:20][C:19]3=[O:25])=[C:9]([O:12][CH3:13])[CH:10]=2)[N:5]=[CH:4][N:3]=1. The catalyst class is: 3. (7) Reactant: [NH2:1][C:2]1[C:3]([I:12])=[C:4]([CH:9]=[CH:10][CH:11]=1)[C:5]([O:7][CH3:8])=[O:6].C(N(CC)CC)C.[C:20](Cl)(=[O:22])[CH3:21]. Product: [C:20]([NH:1][C:2]1[C:3]([I:12])=[C:4]([CH:9]=[CH:10][CH:11]=1)[C:5]([O:7][CH3:8])=[O:6])(=[O:22])[CH3:21]. The catalyst class is: 34.